From a dataset of Catalyst prediction with 721,799 reactions and 888 catalyst types from USPTO. Predict which catalyst facilitates the given reaction. (1) Reactant: C([O:8][C:9]1[CH:21]=[CH:20][C:12]2[C:13]([C:16]([O:18][CH3:19])=[O:17])=[CH:14][O:15][C:11]=2[CH:10]=1)C1C=CC=CC=1. Product: [OH:8][C:9]1[CH:21]=[CH:20][C:12]2[CH:13]([C:16]([O:18][CH3:19])=[O:17])[CH2:14][O:15][C:11]=2[CH:10]=1. The catalyst class is: 43. (2) Reactant: F[C:2]1[CH:7]=[CH:6][CH:5]=[CH:4][C:3]=1[N+:8]([O-:10])=[O:9].Cl.[C:12]([O:16][C:17](=[O:22])[C:18]([NH2:21])([CH3:20])[CH3:19])([CH3:15])([CH3:14])[CH3:13].CCN(CC)CC. Product: [C:12]([O:16][C:17](=[O:22])[C:18]([CH3:20])([NH:21][C:2]1[CH:7]=[CH:6][CH:5]=[CH:4][C:3]=1[N+:8]([O-:10])=[O:9])[CH3:19])([CH3:15])([CH3:13])[CH3:14]. The catalyst class is: 31. (3) Reactant: C(OC([N:8]1[CH2:44][CH2:43][C:11]2([N:15]([C:16]3[CH:21]=[CH:20][CH:19]=[CH:18][CH:17]=3)[CH2:14][N:13]([CH2:22][C:23]3[N:33]([CH2:34][CH2:35][CH:36]4[CH2:41][CH2:40][CH2:39][CH2:38][CH2:37]4)[C:26]4[N:27]=[C:28]([C:31]#[N:32])[N:29]=[CH:30][C:25]=4[CH:24]=3)[C:12]2=[O:42])[CH2:10][CH2:9]1)=O)(C)(C)C.[F:45][C:46]([F:51])([F:50])[C:47]([OH:49])=[O:48]. Product: [F:45][C:46]([F:51])([F:50])[C:47]([OH:49])=[O:48].[CH:36]1([CH2:35][CH2:34][N:33]2[C:26]3[N:27]=[C:28]([C:31]#[N:32])[N:29]=[CH:30][C:25]=3[CH:24]=[C:23]2[CH2:22][N:13]2[C:12](=[O:42])[C:11]3([CH2:43][CH2:44][NH:8][CH2:9][CH2:10]3)[N:15]([C:16]3[CH:21]=[CH:20][CH:19]=[CH:18][CH:17]=3)[CH2:14]2)[CH2:41][CH2:40][CH2:39][CH2:38][CH2:37]1. The catalyst class is: 4.